This data is from Catalyst prediction with 721,799 reactions and 888 catalyst types from USPTO. The task is: Predict which catalyst facilitates the given reaction. (1) Product: [C:21]1([CH2:20][O:19][C:17]([N:14]2[CH2:15][CH2:16][N:11]3[C:9](=[O:8])[O:10][C:27]([CH3:29])([CH3:28])[CH:12]3[CH2:13]2)=[O:18])[CH:22]=[CH:23][CH:24]=[CH:25][CH:26]=1. Reactant: C1(C[O:8][C:9]([N:11]2[CH2:16][CH2:15][N:14]([C:17]([O:19][CH2:20][C:21]3[CH:26]=[CH:25][CH:24]=[CH:23][CH:22]=3)=[O:18])[CH2:13][CH:12]2[C:27](O)([CH3:29])[CH3:28])=[O:10])C=CC=CC=1.[H-].[Na+]. The catalyst class is: 42. (2) Reactant: [CH2:1]([O:8][C:9]([N:11]1[CH2:22][CH2:21][N:20]([CH2:23][C:24]([O:26]CC)=[O:25])[CH2:19][CH2:18][N:17]([C:29]([O:31][CH2:32][C:33]2[CH:38]=[CH:37][CH:36]=[CH:35][CH:34]=2)=[O:30])[CH2:16][CH2:15][N:14]([C:39]([O:41][CH2:42][C:43]2[CH:48]=[CH:47][CH:46]=[CH:45][CH:44]=2)=[O:40])[CH2:13][CH2:12]1)=[O:10])[C:2]1[CH:7]=[CH:6][CH:5]=[CH:4][CH:3]=1.[OH-].[Na+]. The catalyst class is: 12. Product: [CH2:1]([O:8][C:9]([N:11]1[CH2:22][CH2:21][N:20]([CH2:23][C:24]([OH:26])=[O:25])[CH2:19][CH2:18][N:17]([C:29]([O:31][CH2:32][C:33]2[CH:34]=[CH:35][CH:36]=[CH:37][CH:38]=2)=[O:30])[CH2:16][CH2:15][N:14]([C:39]([O:41][CH2:42][C:43]2[CH:48]=[CH:47][CH:46]=[CH:45][CH:44]=2)=[O:40])[CH2:13][CH2:12]1)=[O:10])[C:2]1[CH:7]=[CH:6][CH:5]=[CH:4][CH:3]=1. (3) Reactant: [C:1]([C:3]1[N:4]=[C:5]([C:8]([NH:10][C:11]2[CH:16]=[CH:15][C:14]([C:17]3([C:23](O)=[O:24])[CH2:22][CH2:21][O:20][CH2:19][CH2:18]3)=[CH:13][C:12]=2[C:26]2[CH2:31][CH2:30][CH2:29][CH2:28][CH:27]=2)=[O:9])[NH:6][CH:7]=1)#[N:2].C(N(CC)CC)C.ClC(OCC)=O.[BH4-].[Na+].C(O)(=O)CC(CC(O)=O)(C(O)=O)O. Product: [C:26]1([C:12]2[CH:13]=[C:14]([C:17]3([CH2:23][OH:24])[CH2:18][CH2:19][O:20][CH2:21][CH2:22]3)[CH:15]=[CH:16][C:11]=2[NH:10][C:8]([C:5]2[NH:6][CH:7]=[C:3]([C:1]#[N:2])[N:4]=2)=[O:9])[CH2:31][CH2:30][CH2:29][CH2:28][CH:27]=1. The catalyst class is: 49. (4) Reactant: CS(C)=O.[N+]([C:8]1[S:12][C:11]([C:13]#[N:14])=[CH:10][CH:9]=1)([O-])=O.[F:15][C:16]1[CH:21]=[CH:20][C:19]([OH:22])=[CH:18][CH:17]=1.C(=O)([O-])[O-].[K+].[K+]. Product: [F:15][C:16]1[CH:21]=[CH:20][C:19]([O:22][C:8]2[S:12][C:11]([C:13]#[N:14])=[CH:10][CH:9]=2)=[CH:18][CH:17]=1. The catalyst class is: 6. (5) Product: [C:37]([OH:44])(=[O:43])/[CH:38]=[CH:39]/[C:40]([OH:42])=[O:41].[CH3:1][O:2][C:3]1[C:12]([CH2:13][CH2:14][N:15]2[CH2:20][CH2:19][CH:18]([N:21]3[C:29]4[C:24](=[CH:25][CH:26]=[C:27]([C:30]([NH:32][CH3:33])=[O:31])[CH:28]=4)[CH:23]=[CH:22]3)[CH2:17][CH2:16]2)=[C:11]2[C:6]([C:7](=[O:36])[CH2:8][C:9]([CH3:34])([CH3:35])[O:10]2)=[CH:5][CH:4]=1. The catalyst class is: 6. Reactant: [CH3:1][O:2][C:3]1[C:12]([CH2:13][CH2:14][N:15]2[CH2:20][CH2:19][CH:18]([N:21]3[C:29]4[C:24](=[CH:25][CH:26]=[C:27]([C:30]([NH:32][CH3:33])=[O:31])[CH:28]=4)[CH:23]=[CH:22]3)[CH2:17][CH2:16]2)=[C:11]2[C:6]([C:7](=[O:36])[CH2:8][C:9]([CH3:35])([CH3:34])[O:10]2)=[CH:5][CH:4]=1.[C:37]([OH:44])(=[O:43])/[CH:38]=[CH:39]/[C:40]([OH:42])=[O:41].CC(C)=O. (6) Reactant: [Si]([O:8][CH2:9][CH2:10][NH:11][C@@H:12]1[C:20]2[C:15](=[C:16]([C:21]3[S:25][C:24]([C:26]4[CH:27]=[CH:28][C:29]([O:34][CH:35]([CH3:37])[CH3:36])=[C:30]([CH:33]=4)[C:31]#[N:32])=[N:23][CH:22]=3)[CH:17]=[CH:18][CH:19]=2)[CH2:14][CH2:13]1)(C(C)(C)C)(C)C.Cl. Product: [OH:8][CH2:9][CH2:10][NH:11][C@@H:12]1[C:20]2[C:15](=[C:16]([C:21]3[S:25][C:24]([C:26]4[CH:27]=[CH:28][C:29]([O:34][CH:35]([CH3:37])[CH3:36])=[C:30]([CH:33]=4)[C:31]#[N:32])=[N:23][CH:22]=3)[CH:17]=[CH:18][CH:19]=2)[CH2:14][CH2:13]1. The catalyst class is: 28. (7) Reactant: [C:1]1([CH3:10])[CH:6]=[CH:5][C:4]([CH2:7][CH:8]=O)=[CH:3][CH:2]=1.O=P(Cl)(Cl)Cl.[CH3:16]N(C=O)C.[CH2:21]([O:23][C:24](=[O:27])[CH2:25][SH:26])[CH3:22]. The catalyst class is: 40. Product: [CH2:21]([O:23][C:24]([C:25]1[S:26][CH:8]=[C:7]([C:4]2[CH:5]=[CH:6][C:1]([CH3:10])=[CH:2][CH:3]=2)[CH:16]=1)=[O:27])[CH3:22]. (8) Reactant: [CH3:1][O:2][C:3](=[O:21])[CH2:4][O:5][C:6]1[CH:11]=[CH:10][C:9]([NH:12][C:13]([O:15][C:16]([CH3:19])([CH3:18])[CH3:17])=[O:14])=[CH:8][C:7]=1[CH3:20].[I-].[Na+].Cl[CH2:25][C:26]1[S:30][C:29]([C:31]2[CH:36]=[CH:35][C:34]([C:37]([F:40])([F:39])[F:38])=[CH:33][CH:32]=2)=[N:28][C:27]=1[CH3:41].[H-].[Na+].OS([O-])(=O)=O.[K+]. Product: [CH3:1][O:2][C:3](=[O:21])[CH2:4][O:5][C:6]1[CH:11]=[CH:10][C:9]([N:12]([C:13]([O:15][C:16]([CH3:17])([CH3:18])[CH3:19])=[O:14])[CH2:25][C:26]2[S:30][C:29]([C:31]3[CH:32]=[CH:33][C:34]([C:37]([F:40])([F:38])[F:39])=[CH:35][CH:36]=3)=[N:28][C:27]=2[CH3:41])=[CH:8][C:7]=1[CH3:20]. The catalyst class is: 3. (9) Reactant: C([NH:5][C:6]([NH:8][C@H:9]([CH2:12][C:13]1[CH:18]=[CH:17][CH:16]=[CH:15][CH:14]=1)[CH2:10]O)=[S:7])(C)(C)C.[ClH:19]. Product: [ClH:19].[C:13]1([CH2:12][C@@H:9]2[CH2:10][S:7][C:6]([NH2:5])=[N:8]2)[CH:18]=[CH:17][CH:16]=[CH:15][CH:14]=1. The catalyst class is: 27.